Dataset: Reaction yield outcomes from USPTO patents with 853,638 reactions. Task: Predict the reaction yield, written as a fraction of the theoretical maximum amount of product (1.0 means a 100% yield; for example, 0.34 means a 34% yield). (1) The reactants are [NH2:1][CH2:2][C:3]1[CH:4]=[C:5]([N:9]2[C:14]([CH3:15])=[CH:13][C:12]([O:16][CH2:17][C:18]3[CH:23]=[CH:22][C:21]([F:24])=[CH:20][C:19]=3[F:25])=[C:11]([Br:26])[C:10]2=[O:27])[CH:6]=[CH:7][CH:8]=1.CN1CCOCC1.[CH3:35][S:36](Cl)(=[O:38])=[O:37].CN=C=O. The catalyst is CN(C)C=O.ClCCl. The product is [Br:26][C:11]1[C:10](=[O:27])[N:9]([C:5]2[CH:4]=[C:3]([CH:8]=[CH:7][CH:6]=2)[CH2:2][NH:1][S:36]([CH3:35])(=[O:38])=[O:37])[C:14]([CH3:15])=[CH:13][C:12]=1[O:16][CH2:17][C:18]1[CH:23]=[CH:22][C:21]([F:24])=[CH:20][C:19]=1[F:25]. The yield is 0.810. (2) The reactants are [C:1]([O:5][C:6]([N:8]1[CH2:13][CH2:12][CH:11]([CH2:14][NH:15][S:16]([C:19]2[C:24]([Cl:25])=[CH:23][CH:22]=[C:21]([N+:26]([O-:28])=[O:27])[C:20]=2Cl)(=[O:18])=[O:17])[CH2:10][CH2:9]1)=[O:7])([CH3:4])([CH3:3])[CH3:2].[H-].[Na+].[OH2:32]. No catalyst specified. The product is [C:1]([O:5][C:6]([N:8]1[CH2:13][CH2:12][CH:11]([CH2:14][NH:15][S:16]([C:19]2[C:24]([Cl:25])=[CH:23][CH:22]=[C:21]([N+:26]([O-:28])=[O:27])[C:20]=2[OH:32])(=[O:18])=[O:17])[CH2:10][CH2:9]1)=[O:7])([CH3:4])([CH3:3])[CH3:2]. The yield is 0.580. (3) The yield is 0.500. The product is [Cl:1][C:2]1[N:3]=[C:4]2[N:12]([CH2:29][CH2:30][O:31][CH3:32])[C:11]([CH3:14])([CH3:13])[CH2:10][CH2:9][N:5]2[C:6](=[O:8])[CH:7]=1. The reactants are [Cl:1][C:2]1[N:3]=[C:4]2[NH:12][C:11]([CH3:14])([CH3:13])[CH2:10][CH2:9][N:5]2[C:6](=[O:8])[CH:7]=1.CC#N.C(=O)([O-])[O-].[Cs+].[Cs+].CS(O[CH2:29][CH2:30][O:31][CH3:32])(=O)=O. The catalyst is C(OCC)(=O)C.O.